From a dataset of NCI-60 drug combinations with 297,098 pairs across 59 cell lines. Regression. Given two drug SMILES strings and cell line genomic features, predict the synergy score measuring deviation from expected non-interaction effect. (1) Drug 1: CC=C1C(=O)NC(C(=O)OC2CC(=O)NC(C(=O)NC(CSSCCC=C2)C(=O)N1)C(C)C)C(C)C. Drug 2: C(CN)CNCCSP(=O)(O)O. Cell line: SNB-19. Synergy scores: CSS=38.9, Synergy_ZIP=3.23, Synergy_Bliss=0.899, Synergy_Loewe=-37.7, Synergy_HSA=0.322. (2) Drug 1: C1=NC2=C(N=C(N=C2N1C3C(C(C(O3)CO)O)F)Cl)N. Drug 2: CS(=O)(=O)CCNCC1=CC=C(O1)C2=CC3=C(C=C2)N=CN=C3NC4=CC(=C(C=C4)OCC5=CC(=CC=C5)F)Cl. Cell line: NCIH23. Synergy scores: CSS=9.00, Synergy_ZIP=-2.47, Synergy_Bliss=0.652, Synergy_Loewe=-14.7, Synergy_HSA=-1.52. (3) Drug 1: C1=CN(C=N1)CC(O)(P(=O)(O)O)P(=O)(O)O. Drug 2: C1CN1C2=NC(=NC(=N2)N3CC3)N4CC4. Cell line: SF-295. Synergy scores: CSS=38.4, Synergy_ZIP=1.70, Synergy_Bliss=3.28, Synergy_Loewe=-4.83, Synergy_HSA=3.26. (4) Drug 1: CC1=C(C=C(C=C1)C(=O)NC2=CC(=CC(=C2)C(F)(F)F)N3C=C(N=C3)C)NC4=NC=CC(=N4)C5=CN=CC=C5. Drug 2: C1C(C(OC1N2C=NC3=C2NC=NCC3O)CO)O. Cell line: HCC-2998. Synergy scores: CSS=2.00, Synergy_ZIP=-2.03, Synergy_Bliss=-4.99, Synergy_Loewe=-1.01, Synergy_HSA=-5.03.